Predict the reactants needed to synthesize the given product. From a dataset of Full USPTO retrosynthesis dataset with 1.9M reactions from patents (1976-2016). (1) Given the product [ClH:21].[ClH:21].[CH2:18]([N:14]([CH2:13][CH2:12][NH:10][CH3:9])[CH2:15][CH2:16][OH:17])[CH3:19], predict the reactants needed to synthesize it. The reactants are: C(O[C:9](=O)[N:10]([CH2:12][CH2:13][N:14]([CH2:18][CH3:19])[CH2:15][CH2:16][OH:17])C)C1C=CC=CC=1.[ClH:21].[H][H]. (2) Given the product [C:11]12([C:3]3[CH:4]=[C:5]([CH:8]=[CH:9][C:2]=3[OH:1])[CH:6]=[O:7])[CH2:16][CH:15]3[CH2:4][CH:5]([CH2:8][CH:13]([CH2:14]3)[CH2:12]1)[CH2:6]2, predict the reactants needed to synthesize it. The reactants are: [OH:1][C:2]1[CH:9]=[CH:8][C:5]([CH:6]=[O:7])=[CH:4][CH:3]=1.Br[C:11]1[CH:16]=[CH:15][C:14](O)=[CH:13][CH:12]=1. (3) Given the product [C:1]([CH2:5][CH2:6][CH2:7][CH2:8][C:9]([O:11][CH3:12])=[O:10])#[N:2], predict the reactants needed to synthesize it. The reactants are: [C-:1]#[N:2].[K+].Br[CH2:5][CH2:6][CH2:7][CH2:8][C:9]([O:11][CH3:12])=[O:10]. (4) Given the product [N:13]1[CH:14]=[CH:15][C:10]([C:7]2[CH:8]=[CH:9][C:4]([NH2:1])=[CH:5][CH:6]=2)=[CH:11][CH:12]=1, predict the reactants needed to synthesize it. The reactants are: [N+:1]([C:4]1[CH:9]=[CH:8][C:7]([C:10]2[CH:15]=[CH:14][N:13]=[CH:12][CH:11]=2)=[CH:6][CH:5]=1)([O-])=O. (5) Given the product [Br:1][C:2]1[C:7]([OH:8])=[CH:6][CH:5]=[CH:4][C:3]=1[C:10]([CH3:34])([CH3:33])[CH2:11][C:12]([OH:32])([C:28]([F:29])([F:30])[F:31])[C:13]([NH:15][C:16]1[CH:17]=[CH:18][C:19]2[C:24](=[O:25])[O:23][N:22]=[C:21]([CH3:26])[C:20]=2[CH:27]=1)=[O:14], predict the reactants needed to synthesize it. The reactants are: [Br:1][C:2]1[C:7]([O:8]C)=[CH:6][CH:5]=[CH:4][C:3]=1[C:10]([CH3:34])([CH3:33])[CH2:11][C:12]([OH:32])([C:28]([F:31])([F:30])[F:29])[C:13]([NH:15][C:16]1[CH:17]=[CH:18][C:19]2[C:24](=[O:25])[O:23][N:22]=[C:21]([CH3:26])[C:20]=2[CH:27]=1)=[O:14]. (6) Given the product [CH:20]([N:4]1[C:3](=[O:23])[C:2]([N:1]2[CH:24]=[N:45][N:44]=[C:42]2[C:41]2[CH:46]=[CH:47][C:38]([C:36]#[N:37])=[CH:39][CH:40]=2)=[C:7]([CH3:8])[N:6]([C:9]2[CH:14]=[CH:13][CH:12]=[C:11]([C:15]([F:17])([F:16])[F:18])[CH:10]=2)[C:5]1=[O:19])([CH3:21])[CH3:22], predict the reactants needed to synthesize it. The reactants are: [NH2:1][C:2]1[C:3](=[O:23])[N:4]([CH:20]([CH3:22])[CH3:21])[C:5](=[O:19])[N:6]([C:9]2[CH:14]=[CH:13][CH:12]=[C:11]([C:15]([F:18])([F:17])[F:16])[CH:10]=2)[C:7]=1[CH3:8].[CH3:24]OC(OC)N(C)C.C(O)(=O)C.[C:36]([C:38]1[CH:47]=[CH:46][C:41]([C:42]([NH:44][NH2:45])=O)=[CH:40][CH:39]=1)#[N:37]. (7) Given the product [C:11]1([CH3:14])[CH:10]=[CH:9][C:8]([C:6]([C:5]2[CH:4]=[CH:3][C:2]([CH3:1])=[CH:16][CH:15]=2)=[C:6]([C:8]2[CH:13]=[CH:12][C:11]([CH3:14])=[CH:10][CH:9]=2)[C:5]2[CH:15]=[CH:16][C:2]([CH3:1])=[CH:3][CH:4]=2)=[CH:13][CH:12]=1, predict the reactants needed to synthesize it. The reactants are: [CH3:1][C:2]1[CH:16]=[CH:15][C:5]([C:6]([C:8]2[CH:13]=[CH:12][C:11]([CH3:14])=[CH:10][CH:9]=2)=O)=[CH:4][CH:3]=1.